Dataset: Reaction yield outcomes from USPTO patents with 853,638 reactions. Task: Predict the reaction yield, written as a fraction of the theoretical maximum amount of product (1.0 means a 100% yield; for example, 0.34 means a 34% yield). (1) The reactants are [Cl:1][C:2]1[CH:3]=[C:4]([C@@H:12]([CH3:16])[C:13]([OH:15])=O)[CH:5]=[CH:6][C:7]=1[S:8]([CH3:11])(=[O:10])=[O:9].C(Cl)(=O)C(Cl)=O.[CH3:23][O:24][CH:25]([O:34][CH3:35])[CH2:26][C:27]1[N:28]=[CH:29][C:30]([NH2:33])=[N:31][CH:32]=1.N1[CH:41]=[CH:40][CH:39]=[CH:38][CH:37]=1. The catalyst is C(Cl)Cl.CN(C)C=O. The product is [Cl:1][C:2]1[CH:3]=[C:4]([C@@H:12]([CH2:16][CH:37]2[CH2:41][CH2:40][CH2:39][CH2:38]2)[C:13]([NH:33][C:30]2[CH:29]=[N:28][C:27]([CH2:26][CH:25]([O:24][CH3:23])[O:34][CH3:35])=[CH:32][N:31]=2)=[O:15])[CH:5]=[CH:6][C:7]=1[S:8]([CH3:11])(=[O:9])=[O:10]. The yield is 0.590. (2) The reactants are C(OC([NH:8][CH:9]1[C:18]2[C:13](=[CH:14][CH:15]=[C:16]([NH:19][C:20]([C:22]3[C:31](=[O:32])[C:30]4[C:25](=[CH:26][CH:27]=[CH:28][CH:29]=4)[NH:24][CH:23]=3)=[O:21])[CH:17]=2)[CH2:12][CH2:11][CH2:10]1)=O)(C)(C)C.C(O)(C(F)(F)F)=O. The catalyst is ClCCl. The product is [NH2:8][CH:9]1[C:18]2[C:13](=[CH:14][CH:15]=[C:16]([NH:19][C:20]([C:22]3[C:31](=[O:32])[C:30]4[C:25](=[CH:26][CH:27]=[CH:28][CH:29]=4)[NH:24][CH:23]=3)=[O:21])[CH:17]=2)[CH2:12][CH2:11][CH2:10]1. The yield is 0.930.